This data is from Full USPTO retrosynthesis dataset with 1.9M reactions from patents (1976-2016). The task is: Predict the reactants needed to synthesize the given product. (1) Given the product [Cl:1][C:2]1[N:3]=[C:4]([N:12]2[CH2:17][CH2:16][O:15][CH2:14][CH2:13]2)[C:5]2[S:10][C:9]([CH:11]=[O:19])=[N:8][C:6]=2[N:7]=1, predict the reactants needed to synthesize it. The reactants are: [Cl:1][C:2]1[N:3]=[C:4]([N:12]2[CH2:17][CH2:16][O:15][CH2:14][CH2:13]2)[C:5]2[S:10][C:9]([CH3:11])=[N:8][C:6]=2[N:7]=1.[Se](=O)=[O:19]. (2) Given the product [CH3:10][Si:9]([CH3:12])([CH3:11])[C:7]#[C:8][C:2]1[S:3][CH:4]=[CH:5][N:6]=1, predict the reactants needed to synthesize it. The reactants are: Br[C:2]1[S:3][CH:4]=[CH:5][N:6]=1.[C:7]([Si:9]([CH3:12])([CH3:11])[CH3:10])#[CH:8]. (3) Given the product [Br:1][C:2]1[N:3]2[CH:9]=[N:8][C:7]([NH:10][C:24](=[O:25])[CH2:23][C:14]3[CH:15]=[CH:16][C:17]4[C:22](=[CH:21][CH:20]=[CH:19][CH:18]=4)[CH:13]=3)=[C:4]2[S:5][CH:6]=1, predict the reactants needed to synthesize it. The reactants are: [Br:1][C:2]1[N:3]2[CH:9]=[N:8][C:7]([N+:10]([O-])=O)=[C:4]2[S:5][CH:6]=1.[CH:13]1[C:22]2[C:17](=[CH:18][CH:19]=[CH:20][CH:21]=2)[CH:16]=[CH:15][C:14]=1[CH2:23][C:24](Cl)=[O:25].C(N(CC)CC)C. (4) Given the product [CH:24]([NH:27][C:28](=[O:29])[CH2:30][CH2:31][CH2:32][C:33]([O:23][C@@:9]1([C:14]#[C:15][C:16]2[CH:17]=[C:18]([CH3:22])[CH:19]=[CH:20][CH:21]=2)[CH2:10][CH2:11][CH2:12][C@@H:13]2[C@H:8]1[CH2:7][CH2:6][N:5]2[C:3]([O:2][CH3:1])=[O:4])=[O:34])([CH3:26])[CH3:25], predict the reactants needed to synthesize it. The reactants are: [CH3:1][O:2][C:3]([N:5]1[C@@H:13]2[C@@H:8]([C@@:9]([OH:23])([C:14]#[C:15][C:16]3[CH:17]=[C:18]([CH3:22])[CH:19]=[CH:20][CH:21]=3)[CH2:10][CH2:11][CH2:12]2)[CH2:7][CH2:6]1)=[O:4].[CH:24]([NH:27][C:28]([CH2:30][CH2:31][CH2:32][C:33](O)=[O:34])=[O:29])([CH3:26])[CH3:25]. (5) Given the product [Cl:26][C:25]1[C:18]2[C:17]([CH2:16][N:7]3[C:8]4[C:13](=[CH:12][CH:11]=[CH:10][CH:9]=4)[CH:14]=[C:6]3[C:4]([OH:3])=[O:5])=[CH:21][S:20][C:19]=2[CH:22]=[CH:23][CH:24]=1, predict the reactants needed to synthesize it. The reactants are: C([O:3][C:4]([C:6]1[NH:7][C:8]2[C:13]([CH:14]=1)=[CH:12][CH:11]=[CH:10][CH:9]=2)=[O:5])C.Br[CH2:16][C:17]1[C:18]2[C:25]([Cl:26])=[CH:24][CH:23]=[CH:22][C:19]=2[S:20][CH:21]=1. (6) The reactants are: [F:1][C:2]1[CH:3]=[C:4]([CH:30]=[CH:31][CH:32]=1)[CH2:5][N:6]1[C:18]2[CH2:17][CH2:16][C@@H:15]([NH:19][C:20](=[O:24])[CH:21]([CH3:23])[CH3:22])[CH2:14][C:13]=2[C:12]2[C:7]1=[CH:8][CH:9]=[C:10]([C:25]1[S:26]C=N[N:29]=1)[CH:11]=2.C(N)(=S)C.C([O-])(O)=O.[Na+]. Given the product [F:1][C:2]1[CH:3]=[C:4]([CH:30]=[CH:31][CH:32]=1)[CH2:5][N:6]1[C:18]2[CH2:17][CH2:16][C@@H:15]([NH:19][C:20](=[O:24])[CH:21]([CH3:22])[CH3:23])[CH2:14][C:13]=2[C:12]2[C:7]1=[CH:8][CH:9]=[C:10]([C:25](=[S:26])[NH2:29])[CH:11]=2, predict the reactants needed to synthesize it. (7) Given the product [CH3:1][O:2][C:3](=[O:9])[CH2:4][CH:5]([OH:8])[CH2:6][CH3:7], predict the reactants needed to synthesize it. The reactants are: [CH3:1][O:2][C:3](=[O:9])[CH2:4][C:5](=[O:8])[CH2:6][CH3:7].[H][H]. (8) Given the product [CH3:19][O:18][C:11]1[CH:10]=[CH:9][C:8]([N:5]2[C:6](=[O:7])[C:2]([CH3:1])([CH3:32])[N:3]([CH2:21][C:22]3[C:31]4[C:26](=[CH:27][CH:28]=[CH:29][CH:30]=4)[N:25]=[CH:24][CH:23]=3)[C:4]2=[O:20])=[CH:17][C:12]=1[O:13][CH2:14][CH2:15][NH:33][CH:34]1[CH2:39][CH2:38][N:37]([CH3:40])[CH2:36][CH2:35]1, predict the reactants needed to synthesize it. The reactants are: [CH3:1][C:2]1([CH3:32])[C:6](=[O:7])[N:5]([C:8]2[CH:9]=[CH:10][C:11]([O:18][CH3:19])=[C:12]([CH:17]=2)[O:13][CH2:14][CH:15]=O)[C:4](=[O:20])[N:3]1[CH2:21][C:22]1[C:31]2[C:26](=[CH:27][CH:28]=[CH:29][CH:30]=2)[N:25]=[CH:24][CH:23]=1.[NH2:33][CH:34]1[CH2:39][CH2:38][N:37]([CH3:40])[CH2:36][CH2:35]1.